This data is from Reaction yield outcomes from USPTO patents with 853,638 reactions. The task is: Predict the reaction yield, written as a fraction of the theoretical maximum amount of product (1.0 means a 100% yield; for example, 0.34 means a 34% yield). (1) The reactants are [F:1][C:2]1[CH:9]=[CH:8][C:5]([CH:6]=O)=[CH:4][CH:3]=1.[C:10](#[N:12])C.[C-]#N.[Na+].Cl.[CH3:17][NH:18][CH3:19]. The catalyst is O. The product is [F:1][C:2]1[CH:9]=[CH:8][C:5]([CH:6]([N:18]([CH3:19])[CH3:17])[C:10]#[N:12])=[CH:4][CH:3]=1. The yield is 0.905. (2) The reactants are [F:1][C:2]1[CH:7]=[CH:6][C:5]([C:8]2[C:16]3[C:15]([CH2:17][CH2:18][CH2:19][CH2:20][O:21][C:22]4[CH:23]=[N:24][CH:25]=[C:26]([CH:31]=4)[C:27](OC)=[O:28])=[N:14][CH:13]=[N:12][C:11]=3[S:10][CH:9]=2)=[CH:4][CH:3]=1.[CH3:32][NH2:33]. The catalyst is C(O)CCC. The product is [F:1][C:2]1[CH:7]=[CH:6][C:5]([C:8]2[C:16]3[C:15]([CH2:17][CH2:18][CH2:19][CH2:20][O:21][C:22]4[CH:23]=[N:24][CH:25]=[C:26]([CH:31]=4)[C:27]([NH:33][CH3:32])=[O:28])=[N:14][CH:13]=[N:12][C:11]=3[S:10][CH:9]=2)=[CH:4][CH:3]=1. The yield is 0.200. (3) The reactants are C1(NC2CCCCC2)CCCCC1.[Li]CCCC.[F:19][C:20]1[CH:25]=[CH:24][C:23]([CH2:26][C:27]([O:29][CH3:30])=[O:28])=[CH:22][CH:21]=1.Br[C:32]1[CH:33]=[N:34][C:35]([N:38]2[CH2:43][CH2:42][N:41]([C:44]([O:46][C:47]([CH3:50])([CH3:49])[CH3:48])=[O:45])[CH2:40][CH2:39]2)=[N:36][CH:37]=1.P(C(C)(C)C)(C(C)(C)C)C(C)(C)C. The catalyst is C1COCC1.C1(C)C=CC=CC=1.C1C=CC(/C=C/C(/C=C/C2C=CC=CC=2)=O)=CC=1.C1C=CC(/C=C/C(/C=C/C2C=CC=CC=2)=O)=CC=1.C1C=CC(/C=C/C(/C=C/C2C=CC=CC=2)=O)=CC=1.[Pd].[Pd]. The product is [F:19][C:20]1[CH:21]=[CH:22][C:23]([CH:26]([C:32]2[CH:37]=[N:36][C:35]([N:38]3[CH2:39][CH2:40][N:41]([C:44]([O:46][C:47]([CH3:50])([CH3:49])[CH3:48])=[O:45])[CH2:42][CH2:43]3)=[N:34][CH:33]=2)[C:27]([O:29][CH3:30])=[O:28])=[CH:24][CH:25]=1. The yield is 0.0800. (4) The reactants are [C:1]([C:4]1[CH:9]=[CH:8][C:7]([B:10]([OH:12])[OH:11])=[CH:6][CH:5]=1)([OH:3])=O.C(Cl)(=O)C(Cl)=O.Cl.[NH2:20][CH2:21][C:22]#[N:23].CCN(C(C)C)C(C)C. The catalyst is CN(C=O)C.ClCCl. The product is [C:21]([CH2:22][NH:23][C:1]([C:4]1[CH:9]=[CH:8][C:7]([B:10]([OH:12])[OH:11])=[CH:6][CH:5]=1)=[O:3])#[N:20]. The yield is 0.870. (5) The reactants are [O:1]1[CH:5]=[CH:4][CH:3]=[C:2]1[CH2:6][OH:7].[CH2:8]1[CH2:12][O:11][CH2:10]C1. The catalyst is C(C1OC1)Cl.[OH-].[Na+].CCCC[N+](CCCC)(CCCC)CCCC.[Br-]. The product is [CH2:8]([O:7][CH2:6][C:2]1[O:1][CH:5]=[CH:4][CH:3]=1)[CH:12]1[O:11][CH2:10]1. The yield is 0.860. (6) The reactants are Cl[C:2]1[N:3]=[N:4][C:5]([O:8][CH3:9])=[CH:6][CH:7]=1.NC(N)=[S:12].CC(CC)=O. The catalyst is O. The product is [CH3:9][O:8][C:5]1[N:4]=[N:3][C:2]([SH:12])=[CH:7][CH:6]=1. The yield is 0.240.